This data is from Catalyst prediction with 721,799 reactions and 888 catalyst types from USPTO. The task is: Predict which catalyst facilitates the given reaction. (1) Reactant: [F:1][C:2]1[CH:3]=[CH:4][C:5]2[O:9][CH2:8][CH2:7][C:6]=2[CH:10]=1.[Al+3].[Cl-].[Cl-].[Cl-].[OH:15][C:16]([C:24]([F:27])([F:26])[F:25])([CH:20]=[C:21]([CH3:23])[CH3:22])[C:17]([OH:19])=[O:18].Cl. Product: [F:1][C:2]1[CH:3]=[C:4]([C:21]([CH3:23])([CH3:22])[CH2:20][C:16]([OH:15])([C:24]([F:25])([F:26])[F:27])[C:17]([OH:19])=[O:18])[C:5]2[O:9][CH2:8][CH2:7][C:6]=2[CH:10]=1. The catalyst class is: 4. (2) Reactant: [N+](C1C=CC=CC=1OCCOCCOCC[O:15][S:16]([CH3:19])(=O)=[O:17])([O-])=O.[N+:24]([C:27]1[CH:42]=[CH:41][CH:40]=[CH:39][C:28]=1[O:29][CH2:30][CH2:31][O:32][CH2:33][CH2:34][O:35]CCO)([O-:26])=[O:25].CCOC(C)=O. Product: [N+:24]([C:27]1[CH:42]=[CH:41][CH:40]=[CH:39][C:28]=1[O:29][CH2:30][CH2:31][O:32][CH2:33][CH2:34][O:35][S:16]([CH3:19])(=[O:17])=[O:15])([O-:26])=[O:25]. The catalyst class is: 81. (3) Reactant: Cl[C:2]1[N:11]=[C:10]2[C:5]([C:6](=[O:21])[C:7]([C:16]([O:18][CH2:19][CH3:20])=[O:17])=[CH:8][N:9]2[CH2:12][CH2:13][C:14]#[N:15])=[CH:4][C:3]=1[F:22].[C:23]([O:27][C:28]([NH:30][CH:31]1[CH2:34][NH:33][CH2:32]1)=[O:29])([CH3:26])([CH3:25])[CH3:24]. Product: [C:23]([O:27][C:28]([NH:30][CH:31]1[CH2:32][N:33]([C:2]2[N:11]=[C:10]3[C:5]([C:6](=[O:21])[C:7]([C:16]([O:18][CH2:19][CH3:20])=[O:17])=[CH:8][N:9]3[CH2:12][CH2:13][C:14]#[N:15])=[CH:4][C:3]=2[F:22])[CH2:34]1)=[O:29])([CH3:26])([CH3:24])[CH3:25]. The catalyst class is: 4.